Predict the reactants needed to synthesize the given product. From a dataset of Full USPTO retrosynthesis dataset with 1.9M reactions from patents (1976-2016). (1) Given the product [CH3:5][C:4]([O:3][Si:2]([CH3:10])([CH3:9])[CH3:1])([CH3:8])[C:6]#[C:7][C:19]([C:20]1[CH:25]=[CH:24][N:23]=[CH:22][CH:21]=1)=[O:26], predict the reactants needed to synthesize it. The reactants are: [CH3:1][Si:2]([CH3:10])([CH3:9])[O:3][C:4]([CH3:8])([C:6]#[CH:7])[CH3:5].[Li]CCCC.CON(C)[C:19](=[O:26])[C:20]1[CH:25]=[CH:24][N:23]=[CH:22][CH:21]=1. (2) Given the product [F:41][C:42]1[C:47]([F:48])=[C:46]([O:20][CH2:21][CH2:22][N:23]2[CH2:28][CH2:27][O:26][CH2:25][CH2:24]2)[CH:45]=[CH:44][C:43]=1[CH2:50][N:51]1[C:56](=[O:57])[C:55]([C:58]([NH:60][C:61]2[CH:66]=[CH:65][C:64]([C:67]([F:69])([F:70])[F:68])=[CH:63][C:62]=2[C:71]2[CH:76]=[C:75]([C:77]([F:79])([F:80])[F:78])[N:74]=[CH:73][N:72]=2)=[O:59])=[C:54]([OH:81])[C@@:53]2([CH3:85])[CH2:82][CH2:83][CH2:84][N:52]12, predict the reactants needed to synthesize it. The reactants are: C1(P(C2C=CC=CC=2)C2C=CC=CC=2)C=CC=CC=1.[OH:20][CH2:21][CH2:22][N:23]1[CH2:28][CH2:27][O:26][CH2:25][CH2:24]1.N(C(OCC)=O)=NC(OCC)=O.[F:41][C:42]1[C:47]([F:48])=[C:46](O)[CH:45]=[CH:44][C:43]=1[CH2:50][N:51]1[C:56](=[O:57])[C:55]([C:58]([NH:60][C:61]2[CH:66]=[CH:65][C:64]([C:67]([F:70])([F:69])[F:68])=[CH:63][C:62]=2[C:71]2[CH:76]=[C:75]([C:77]([F:80])([F:79])[F:78])[N:74]=[CH:73][N:72]=2)=[O:59])=[C:54]([OH:81])[C@@:53]2([CH3:85])[CH2:82][CH2:83][CH2:84][N:52]12. (3) Given the product [NH:25]1[CH:29]=[CH:28][N:27]=[C:26]1[CH2:30][NH:1][CH2:2][C:3]1[CH:8]=[CH:7][C:6]([C:9]2[N:14]=[C:13]([CH2:15][CH2:16][CH2:17][N:18]([CH2:22][CH2:23][CH3:24])[CH2:19][CH2:20][CH3:21])[CH:12]=[CH:11][CH:10]=2)=[CH:5][CH:4]=1, predict the reactants needed to synthesize it. The reactants are: [NH2:1][CH2:2][C:3]1[CH:8]=[CH:7][C:6]([C:9]2[N:14]=[C:13]([CH2:15][CH2:16][CH2:17][N:18]([CH2:22][CH2:23][CH3:24])[CH2:19][CH2:20][CH3:21])[CH:12]=[CH:11][CH:10]=2)=[CH:5][CH:4]=1.[NH:25]1[CH:29]=[CH:28][N:27]=[C:26]1[CH:30]=O.C(OC)(OC)OC.[BH4-].[Na+]. (4) Given the product [C:1]([O:5][C:6]([N:8]1[CH2:13][CH2:12][CH:11]([O:14][C:18]2[CH:19]=[CH:20][C:21]([N+:22]([O-:24])=[O:23])=[C:16]([CH3:15])[CH:17]=2)[CH2:10][CH2:9]1)=[O:7])([CH3:4])([CH3:2])[CH3:3], predict the reactants needed to synthesize it. The reactants are: [C:1]([O:5][C:6]([N:8]1[CH2:13][CH2:12][CH:11]([OH:14])[CH2:10][CH2:9]1)=[O:7])([CH3:4])([CH3:3])[CH3:2].[CH3:15][C:16]1[CH:17]=[C:18](O)[CH:19]=[CH:20][C:21]=1[N+:22]([O-:24])=[O:23].C1(P(C2C=CC=CC=2)C2C=CC=CC=2)C=CC=CC=1.N(C(OCC)=O)=NC(OCC)=O. (5) Given the product [I:15][C:16]1[CH:21]=[CH:20][CH:19]=[CH:18][C:17]=1[O:22][CH2:13][CH:12]1[CH2:14][O:11]1, predict the reactants needed to synthesize it. The reactants are: [CH3:13][CH:12]([O:11]C(/N=N/C([O:11][CH:12]([CH3:14])[CH3:13])=O)=O)[CH3:14].[I:15][C:16]1[CH:21]=[CH:20][CH:19]=[CH:18][C:17]=1[OH:22].C1C=CC(P(C2C=CC=CC=2)C2C=CC=CC=2)=CC=1.